This data is from Forward reaction prediction with 1.9M reactions from USPTO patents (1976-2016). The task is: Predict the product of the given reaction. (1) Given the reactants C(O[C:4](OCC)(OCC)[CH2:5][CH3:6])C.Cl.N1C=CC=CC=1.[NH2:20][C:21]1[CH:22]=[N:23][C:24]2[C:29]([C:30]=1[NH:31][CH2:32][C:33]1([OH:39])[CH2:38][CH2:37][O:36][CH2:35][CH2:34]1)=[CH:28][CH:27]=[CH:26][CH:25]=2, predict the reaction product. The product is: [CH2:5]([C:6]1[N:31]([CH2:32][C:33]2([OH:39])[CH2:38][CH2:37][O:36][CH2:35][CH2:34]2)[C:30]2[C:29]3[CH:28]=[CH:27][CH:26]=[CH:25][C:24]=3[N:23]=[CH:22][C:21]=2[N:20]=1)[CH3:4]. (2) The product is: [Br:1][C:2]1[N:6]2[CH:7]=[CH:8][NH:9][C:10](=[O:11])[C:5]2=[N:4][CH:3]=1. Given the reactants [Br:1][C:2]1[N:6]2[CH:7]=[CH:8][N:9]=[C:10]([O:11]C)[C:5]2=[N:4][CH:3]=1.C(=O)([O-])O.[Na+], predict the reaction product. (3) Given the reactants CCN(C(C)C)C(C)C.[C:10]1([C:16]2[NH:20][N:19]=[C:18]([C:21]([NH:23][CH2:24][C:25]([OH:27])=O)=[O:22])[CH:17]=2)[CH:15]=[CH:14][CH:13]=[CH:12][CH:11]=1.C1C=CC2N(O)N=NC=2C=1.CCN=C=NCCCN(C)C.Cl.Cl.NCC([N:55]1[CH2:60][CH2:59][CH:58]([O:61][C:62]2[CH:67]=[CH:66][CH:65]=[C:64]([C:68]([F:71])([F:70])[F:69])[CH:63]=2)[CH2:57][CH2:56]1)=O, predict the reaction product. The product is: [O:27]=[C:25]([N:55]1[CH2:56][CH2:57][CH:58]([O:61][C:62]2[CH:67]=[CH:66][CH:65]=[C:64]([C:68]([F:69])([F:70])[F:71])[CH:63]=2)[CH2:59][CH2:60]1)[CH2:24][NH:23][C:21]([C:18]1[CH:17]=[C:16]([C:10]2[CH:11]=[CH:12][CH:13]=[CH:14][CH:15]=2)[NH:20][N:19]=1)=[O:22]. (4) Given the reactants [N-:1]=[N+:2]=[N-:3].[Na+].[CH2:5]([O:12][C:13]([N:15]1[C@H:22]([CH3:23])[CH2:21][CH2:20][C@H:19]2[C@H:17]([O:18]2)[CH2:16]1)=[O:14])[C:6]1[CH:11]=[CH:10][CH:9]=[CH:8][CH:7]=1.[Cl-].[NH4+], predict the reaction product. The product is: [CH2:5]([O:12][C:13]([N:15]1[CH2:16][C@@H:17]([OH:18])[C@H:19]([N:1]=[N+:2]=[N-:3])[CH2:20][CH2:21][C@H:22]1[CH3:23])=[O:14])[C:6]1[CH:11]=[CH:10][CH:9]=[CH:8][CH:7]=1. (5) Given the reactants Br[C:2]1[CH:11]=[CH:10][C:9]2[N:8]=[CH:7][C:6]3[N:12]([CH3:23])[C:13](=[O:22])[N:14]([C:15]4[C:16]([CH3:21])=[N:17][N:18]([CH3:20])[CH:19]=4)[C:5]=3[C:4]=2[CH:3]=1.[CH3:24][O:25][C:26]1[C:31]([N:32]([CH3:36])[C:33](=[O:35])[CH3:34])=[CH:30][C:29](B2OC(C)(C)C(C)(C)O2)=[CH:28][N:27]=1, predict the reaction product. The product is: [CH3:20][N:18]1[CH:19]=[C:15]([N:14]2[C:5]3[C:4]4[CH:3]=[C:2]([C:29]5[CH:30]=[C:31]([N:32]([CH3:36])[C:33](=[O:35])[CH3:34])[C:26]([O:25][CH3:24])=[N:27][CH:28]=5)[CH:11]=[CH:10][C:9]=4[N:8]=[CH:7][C:6]=3[N:12]([CH3:23])[C:13]2=[O:22])[C:16]([CH3:21])=[N:17]1. (6) Given the reactants [CH3:1][NH:2][C:3]([C:5]1[C:9]2[CH:10]=[CH:11][C:12]([O:14][C:15]3[CH:20]=[CH:19][N:18]=[C:17]4[CH:21]=[C:22]([C:24]([N:26]5[CH2:30][CH2:29][CH2:28][CH:27]5[CH2:31][O:32]C)=[O:25])[S:23][C:16]=34)=[CH:13][C:8]=2[O:7][C:6]=1[CH3:34])=[O:4].B(Br)(Br)Br, predict the reaction product. The product is: [CH3:1][NH:2][C:3]([C:5]1[C:9]2[CH:10]=[CH:11][C:12]([O:14][C:15]3[CH:20]=[CH:19][N:18]=[C:17]4[CH:21]=[C:22]([C:24]([N:26]5[CH2:30][CH2:29][CH2:28][C@H:27]5[CH2:31][OH:32])=[O:25])[S:23][C:16]=34)=[CH:13][C:8]=2[O:7][C:6]=1[CH3:34])=[O:4]. (7) Given the reactants [CH2:1]([Li])[CH2:2][CH2:3][CH3:4].[CH3:6][CH2:7][CH2:8][CH2:9][CH2:10][CH3:11].CN(C)[CH:14]=[O:15], predict the reaction product. The product is: [CH2:1]([C:8]1([C:9]2[CH:8]=[CH:7][C:6]([CH:14]=[O:15])=[CH:11][CH:10]=2)[CH2:6][CH2:7]1)[C:2]1[CH:3]=[CH:2][CH:1]=[CH:4][CH:3]=1. (8) Given the reactants C([O-])(=O)C.[K+].[B:14]1([B:14]2[O:19][CH2:18][C:17]([CH3:21])([CH3:20])[CH2:16][O:15]2)[O:19][CH2:18][C:17]([CH3:21])([CH3:20])[CH2:16][O:15]1.I[C:23]1[CH:24]=[C:25]([C:31]2[C:35]([CH3:36])=[C:34]([C:37]([O:39][CH3:40])=[O:38])[N:33]([CH3:41])[N:32]=2)[CH:26]=[CH:27][C:28]=1[O:29][CH3:30], predict the reaction product. The product is: [CH3:21][C:17]1([CH3:20])[CH2:16][O:15][B:14]([C:23]2[CH:24]=[C:25]([C:31]3[C:35]([CH3:36])=[C:34]([C:37]([O:39][CH3:40])=[O:38])[N:33]([CH3:41])[N:32]=3)[CH:26]=[CH:27][C:28]=2[O:29][CH3:30])[O:19][CH2:18]1.